Regression. Given two drug SMILES strings and cell line genomic features, predict the synergy score measuring deviation from expected non-interaction effect. From a dataset of NCI-60 drug combinations with 297,098 pairs across 59 cell lines. (1) Drug 1: CCC1=C2CN3C(=CC4=C(C3=O)COC(=O)C4(CC)O)C2=NC5=C1C=C(C=C5)O. Drug 2: CCN(CC)CCNC(=O)C1=C(NC(=C1C)C=C2C3=C(C=CC(=C3)F)NC2=O)C. Cell line: SF-539. Synergy scores: CSS=50.0, Synergy_ZIP=-4.51, Synergy_Bliss=-7.97, Synergy_Loewe=-64.6, Synergy_HSA=-3.83. (2) Drug 1: C1CC(C1)(C2=CC=C(C=C2)C3=C(C=C4C(=N3)C=CN5C4=NNC5=O)C6=CC=CC=C6)N. Drug 2: CC(C)(C#N)C1=CC=C(C=C1)N2C3=C4C=C(C=CC4=NC=C3N(C2=O)C)C5=CC6=CC=CC=C6N=C5. Cell line: OVCAR3. Synergy scores: CSS=78.3, Synergy_ZIP=1.63, Synergy_Bliss=1.12, Synergy_Loewe=9.16, Synergy_HSA=11.6. (3) Drug 1: C1=CC(=CC=C1CCC2=CNC3=C2C(=O)NC(=N3)N)C(=O)NC(CCC(=O)O)C(=O)O. Drug 2: COC1=CC(=CC(=C1O)OC)C2C3C(COC3=O)C(C4=CC5=C(C=C24)OCO5)OC6C(C(C7C(O6)COC(O7)C8=CC=CS8)O)O. Cell line: M14. Synergy scores: CSS=28.2, Synergy_ZIP=-8.36, Synergy_Bliss=-10.9, Synergy_Loewe=-7.75, Synergy_HSA=-6.56. (4) Drug 1: CC1=C2C(C(=O)C3(C(CC4C(C3C(C(C2(C)C)(CC1OC(=O)C(C(C5=CC=CC=C5)NC(=O)C6=CC=CC=C6)O)O)OC(=O)C7=CC=CC=C7)(CO4)OC(=O)C)O)C)OC(=O)C. Drug 2: CCCCC(=O)OCC(=O)C1(CC(C2=C(C1)C(=C3C(=C2O)C(=O)C4=C(C3=O)C=CC=C4OC)O)OC5CC(C(C(O5)C)O)NC(=O)C(F)(F)F)O. Cell line: SK-OV-3. Synergy scores: CSS=18.2, Synergy_ZIP=3.31, Synergy_Bliss=3.43, Synergy_Loewe=-0.121, Synergy_HSA=0.709. (5) Drug 1: CN(CC1=CN=C2C(=N1)C(=NC(=N2)N)N)C3=CC=C(C=C3)C(=O)NC(CCC(=O)O)C(=O)O. Drug 2: COC1=NC(=NC2=C1N=CN2C3C(C(C(O3)CO)O)O)N. Cell line: HOP-62. Synergy scores: CSS=5.85, Synergy_ZIP=2.66, Synergy_Bliss=5.26, Synergy_Loewe=2.66, Synergy_HSA=4.63.